From a dataset of Forward reaction prediction with 1.9M reactions from USPTO patents (1976-2016). Predict the product of the given reaction. Given the reactants [Br:1][C:2]1[CH:3]=[C:4]2[C:9](=[CH:10][CH:11]=1)[CH2:8][C:7](=[O:12])[CH2:6][CH2:5]2.[CH2:13](O)[CH2:14][OH:15], predict the reaction product. The product is: [Br:1][C:2]1[CH:3]=[C:4]2[C:9](=[CH:10][CH:11]=1)[CH2:8][C:7]1([O:15][CH2:14][CH2:13][O:12]1)[CH2:6][CH2:5]2.